The task is: Predict the reaction yield, written as a fraction of the theoretical maximum amount of product (1.0 means a 100% yield; for example, 0.34 means a 34% yield).. This data is from Reaction yield outcomes from USPTO patents with 853,638 reactions. The reactants are [C:1]([O:5][C:6]([NH:8][C:9]1[CH:14]=[CH:13][CH:12]=[CH:11][C:10]=1[NH:15][C:16](=[O:29])[C:17]1[CH:22]=[CH:21][C:20]([C:23]2[CH:24]=[N:25][CH:26]=[CH:27][CH:28]=2)=[CH:19][CH:18]=1)=[O:7])([CH3:4])([CH3:3])[CH3:2]. The catalyst is C(O)C.O=[Pt]=O. The product is [C:1]([O:5][C:6]([NH:8][C:9]1[CH:14]=[CH:13][CH:12]=[CH:11][C:10]=1[NH:15][C:16](=[O:29])[C:17]1[CH:18]=[CH:19][C:20]([CH:23]2[CH2:28][CH2:27][CH2:26][NH:25][CH2:24]2)=[CH:21][CH:22]=1)=[O:7])([CH3:4])([CH3:2])[CH3:3]. The yield is 0.940.